From a dataset of Full USPTO retrosynthesis dataset with 1.9M reactions from patents (1976-2016). Predict the reactants needed to synthesize the given product. (1) Given the product [ClH:42].[N:15]1[CH:16]=[CH:18][C:43]([CH2:44][N:1]([C:2]([CH3:11])([CH3:12])[C:3]([NH:5][CH2:6][CH2:7][CH:8]([CH3:9])[CH3:10])=[O:4])[C:22](=[O:23])[OH:33])=[CH:21][CH:19]=1, predict the reactants needed to synthesize it. The reactants are: [NH2:1][C:2]([CH3:12])([CH3:11])[C:3]([NH:5][CH2:6][CH2:7][CH:8]([CH3:10])[CH3:9])=[O:4].CC[N:15]([CH:19]([CH3:21])C)[CH:16]([CH3:18])C.[C:22](=O)([O:33]CC1C=CN=CC=1)[O:23]C1C=CC([N+]([O-])=O)=CC=1.[ClH:42].[CH3:43][CH2:44]OCC. (2) Given the product [ClH:40].[ClH:40].[CH:30]1([C@H:14]([NH:13][C:11](=[O:12])[C@H:9]([CH3:10])[NH:8][CH3:36])[C:15]([N:17]2[C@H:22]([C:23]([NH:54][C@H:47]3[C:46]4[C:51](=[C:52]([F:53])[C:43]([F:42])=[CH:44][CH:45]=4)[O:50][CH2:49][CH2:48]3)=[O:25])[CH2:21][N:20]3[CH2:27][CH2:28][CH2:29][C@@H:19]3[CH2:18]2)=[O:16])[CH2:31][CH2:32][CH2:33][CH2:34][CH2:35]1, predict the reactants needed to synthesize it. The reactants are: C(OC([N:8]([CH3:36])[C@H:9]([C:11]([NH:13][C@@H:14]([CH:30]1[CH2:35][CH2:34][CH2:33][CH2:32][CH2:31]1)[C:15]([N:17]1[C@H:22]([C:23]([O:25]C)=O)[CH2:21][N:20]2[CH2:27][CH2:28][CH2:29][C@@H:19]2[CH2:18]1)=[O:16])=[O:12])[CH3:10])=O)(C)(C)C.O.[OH-].[Li+].[ClH:40].Cl.[F:42][C:43]1[C:52]([F:53])=[C:51]2[C:46]([C@H:47]([NH2:54])[CH2:48][CH2:49][O:50]2)=[CH:45][CH:44]=1.Cl.C(N=C=NCCCN(C)C)C.ON1C2C=CC=CC=2N=N1.C(OCC)(=O)C.Cl. (3) The reactants are: COC1C=C(C[C@H]([C@H](CO)CC2C=CC(O)=C(OC)C=2)CO)C=CC=1O.[CH3:27][O:28][C:29]1[CH:30]=[C:31]([CH2:36][C@@H:37]2[C@H:41]([CH2:42][OH:43])[C@@H:40]([C:44]3[CH:45]=[CH:46][C:47]([OH:51])=[C:48]([OH:50])[CH:49]=3)[O:39][CH2:38]2)[CH:32]=[CH:33][C:34]=1[OH:35]. Given the product [CH3:27][O:28][C:29]1[CH:30]=[C:31]2[CH2:36][C@@H:37]([CH2:38][OH:39])[C@H:41]([CH2:42][OH:43])[C@@H:40]([C:44]3[CH:45]=[CH:46][C:47]([OH:51])=[C:48]([OH:50])[CH:49]=3)[C:32]2=[CH:33][C:34]=1[OH:35], predict the reactants needed to synthesize it. (4) The reactants are: [F:1][CH:2]([F:37])[O:3][C:4]1[CH:5]=[C:6]([C:10]2[CH:14]=[C:13]([C:15]([NH:17][C:18]3[CH:23]=[CH:22][C:21]([C@@H:24]4[O:29][CH2:28][CH2:27][N:26](C(OC(C)(C)C)=O)[CH2:25]4)=[CH:20][CH:19]=3)=[O:16])[NH:12][N:11]=2)[CH:7]=[CH:8][CH:9]=1.[ClH:38].FC(F)O[C:42]1C=C(C2C=C(C(NC3C=CC([C@@H]4OCCNC4)=CC=3)=O)NN=2)C=C[CH:47]=1.Cl.N1CCO[C@@H](C2C=CC(NC(C3C=C(C4C=CC=CC=4)NN=3)=O)=CC=2)C1.CN1CCOCC1.CN(C(ON1N=NC2C=CC=CC1=2)=[N+](C)C)C.F[P-](F)(F)(F)(F)F. Given the product [ClH:38].[F:1][CH:2]([F:37])[O:3][C:4]1[CH:5]=[C:6]([C:10]2[N:11]([CH2:42][CH3:47])[N:12]=[C:13]([C:15]([NH:17][C:18]3[CH:23]=[CH:22][C:21]([C@@H:24]4[O:29][CH2:28][CH2:27][NH:26][CH2:25]4)=[CH:20][CH:19]=3)=[O:16])[CH:14]=2)[CH:7]=[CH:8][CH:9]=1, predict the reactants needed to synthesize it. (5) Given the product [Cl:15][C:16]1[N:17]=[CH:18][C:19]([NH:22][CH:4]=[C:5]([S:11]([CH3:14])(=[O:12])=[O:13])[C:6]([O:8][CH2:9][CH3:10])=[O:7])=[CH:20][CH:21]=1, predict the reactants needed to synthesize it. The reactants are: C(O[CH:4]=[C:5]([S:11]([CH3:14])(=[O:13])=[O:12])[C:6]([O:8][CH2:9][CH3:10])=[O:7])C.[Cl:15][C:16]1[CH:21]=[CH:20][C:19]([NH2:22])=[CH:18][N:17]=1. (6) Given the product [CH3:1][S:2]([CH2:5][N:6]1[C:14]2[CH:13]=[C:12]([C:15]([OH:17])=[O:16])[N:11]=[CH:10][C:9]=2[CH:8]=[CH:7]1)(=[O:3])=[O:4], predict the reactants needed to synthesize it. The reactants are: [CH3:1][S:2]([CH2:5][N:6]1[C:14]2[CH:13]=[C:12]([C:15]([O:17]C(C)(C)C)=[O:16])[N:11]=[CH:10][C:9]=2[CH:8]=[CH:7]1)(=[O:4])=[O:3]. (7) Given the product [CH3:1][O:2][C:3]1[CH:8]=[C:7]([O:9][CH3:10])[CH:6]=[CH:5][C:4]=1[C:11]1[C:12](=[O:13])[C:14]2[C:19](=[CH:18][C:17]([O:22][CH3:23])=[CH:16][C:15]=2[O:24][CH3:26])[O:20][CH:21]=1, predict the reactants needed to synthesize it. The reactants are: [CH3:1][O:2][C:3]1[CH:8]=[C:7]([O:9][CH3:10])[CH:6]=[CH:5][C:4]=1[CH2:11][C:12]([C:14]1[C:19]([O:20][CH3:21])=[CH:18][C:17]([O:22][CH3:23])=[CH:16][C:15]=1[OH:24])=[O:13].Cl.[CH2:26](OC(OCC)OCC)C.